Dataset: Catalyst prediction with 721,799 reactions and 888 catalyst types from USPTO. Task: Predict which catalyst facilitates the given reaction. (1) Reactant: [NH2:1][C:2]1[CH:7]=[CH:6][CH:5]=[CH:4][C:3]=1[OH:8].C(=O)([O-])[O-].[K+].[K+].Br[CH2:16][CH2:17]Br. Product: [O:8]1[C:3]2[CH:4]=[CH:5][CH:6]=[CH:7][C:2]=2[NH:1][CH2:17][CH2:16]1. The catalyst class is: 9. (2) Reactant: [C:1]([C:5]1[CH:10]=[CH:9][N:8]=[CH:7][CH:6]=1)([CH3:4])([CH3:3])[CH3:2].OO.[O-:13]S([O-])(=O)=O.[Mg+2]. Product: [C:1]([C:5]1[CH:10]=[CH:9][N+:8]([O-:13])=[CH:7][CH:6]=1)([CH3:4])([CH3:3])[CH3:2]. The catalyst class is: 15. (3) Reactant: [OH:1][C:2]1[CH:11]=[CH:10][C:5]([C:6]([O:8][CH3:9])=[O:7])=[CH:4][C:3]=1[CH3:12].C(=O)([O-])[O-].[K+].[K+].I[CH:20]([CH3:22])[CH3:21]. Product: [CH:20]([O:1][C:2]1[CH:11]=[CH:10][C:5]([C:6]([O:8][CH3:9])=[O:7])=[CH:4][C:3]=1[CH3:12])([CH3:22])[CH3:21]. The catalyst class is: 215. (4) Reactant: [C:1]([C:4]1[CH:5]=[C:6]2[C:10](=[CH:11][CH:12]=1)[NH:9][C:8](=[O:13])[CH2:7]2)(=O)[CH3:2].C([SiH](CC)CC)C. Product: [CH2:1]([C:4]1[CH:5]=[C:6]2[C:10](=[CH:11][CH:12]=1)[NH:9][C:8](=[O:13])[CH2:7]2)[CH3:2]. The catalyst class is: 55. (5) Reactant: [CH3:1][C:2]1[CH:10]=[C:9]([C:11]([NH:13][C:14]2[CH:19]=[CH:18][CH:17]=[C:16]([C:20]3[C:29]4[C:24](=[CH:25][C:26]([O:32][CH3:33])=[C:27]([O:30][CH3:31])[CH:28]=4)[N:23]=[C:22]([NH:34][CH3:35])[N:21]=3)[CH:15]=2)=[O:12])[CH:8]=[CH:7][C:3]=1[C:4]([OH:6])=[O:5]. Product: [OH2:5].[CH3:1][C:2]1[CH:10]=[C:9]([C:11]([NH:13][C:14]2[CH:19]=[CH:18][CH:17]=[C:16]([C:20]3[C:29]4[C:24](=[CH:25][C:26]([O:32][CH3:33])=[C:27]([O:30][CH3:31])[CH:28]=4)[N:23]=[C:22]([NH:34][CH3:35])[N:21]=3)[CH:15]=2)=[O:12])[CH:8]=[CH:7][C:3]=1[C:4]([OH:6])=[O:5]. The catalyst class is: 21. (6) Reactant: C[Al](C)C.[C:5]1([CH2:11][NH2:12])[CH:10]=[CH:9][CH:8]=[CH:7][CH:6]=1.[O:13]1[CH2:18][CH2:17][O:16][C:15]2[CH:19]=[C:20]([C:23]3[NH:24][C:25]4[N:26]([N:30]=[CH:31][C:32]=4[C:33](OCC)=[O:34])[C:27](=[O:29])[CH:28]=3)[CH:21]=[CH:22][C:14]1=2. Product: [CH2:11]([NH:12][C:33]([C:32]1[CH:31]=[N:30][N:26]2[C:27](=[O:29])[CH:28]=[C:23]([C:20]3[CH:21]=[CH:22][C:14]4[O:13][CH2:18][CH2:17][O:16][C:15]=4[CH:19]=3)[NH:24][C:25]=12)=[O:34])[C:5]1[CH:10]=[CH:9][CH:8]=[CH:7][CH:6]=1. The catalyst class is: 22.